Predict the reaction yield, written as a fraction of the theoretical maximum amount of product (1.0 means a 100% yield; for example, 0.34 means a 34% yield). From a dataset of Reaction yield outcomes from USPTO patents with 853,638 reactions. (1) The reactants are [NH:1]1[CH:5]=[CH:4][N:3]=[C:2]1[C:6]1[CH:7]=[CH:8][C:9]([CH3:29])=[C:10]([NH:12][C:13]([C:15]2[CH:20]=[CH:19][C:18]([NH:21]C(=O)OC(C)(C)C)=[CH:17][CH:16]=2)=[O:14])[CH:11]=1.Cl.O1CCOCC1. No catalyst specified. The product is [NH:1]1[CH:5]=[CH:4][N:3]=[C:2]1[C:6]1[CH:7]=[CH:8][C:9]([CH3:29])=[C:10]([NH:12][C:13](=[O:14])[C:15]2[CH:20]=[CH:19][C:18]([NH2:21])=[CH:17][CH:16]=2)[CH:11]=1. The yield is 0.880. (2) The reactants are N[C:2]1[CH:3]=[C:4]([S:17]([NH2:20])(=[O:19])=[O:18])[CH:5]=[CH:6][C:7]=1[O:8][C:9]1[CH:14]=[CH:13][C:12]([F:15])=[CH:11][C:10]=1[F:16].Cl.N([O-])=O.[Na+].[I-:26].[K+]. The catalyst is O1CCOCC1.O. The product is [F:16][C:10]1[CH:11]=[C:12]([F:15])[CH:13]=[CH:14][C:9]=1[O:8][C:7]1[CH:6]=[CH:5][C:4]([S:17]([NH2:20])(=[O:19])=[O:18])=[CH:3][C:2]=1[I:26]. The yield is 0.584.